Task: Predict the reaction yield, written as a fraction of the theoretical maximum amount of product (1.0 means a 100% yield; for example, 0.34 means a 34% yield).. Dataset: Reaction yield outcomes from USPTO patents with 853,638 reactions (1) The reactants are [NH2:1][C:2]1[CH:3]=[C:4]2[C:9](=[C:10]([Cl:12])[CH:11]=1)[N:8]=[CH:7][C:6]([C:13]#[N:14])=[C:5]2[NH:15][C:16]1[CH:21]=[CH:20][C:19]([F:22])=[C:18]([Cl:23])[CH:17]=1.[CH:24]([C:26]1[CH:31]=[CH:30][C:29]([S:32]([NH2:35])(=[O:34])=[O:33])=[CH:28][CH:27]=1)=O.[BH3-]C#N.[Na+]. The catalyst is CCO. The product is [Cl:12][C:10]1[CH:11]=[C:2]([NH:1][CH2:24][C:26]2[CH:27]=[CH:28][C:29]([S:32]([NH2:35])(=[O:34])=[O:33])=[CH:30][CH:31]=2)[CH:3]=[C:4]2[C:9]=1[N:8]=[CH:7][C:6]([C:13]#[N:14])=[C:5]2[NH:15][C:16]1[CH:21]=[CH:20][C:19]([F:22])=[C:18]([Cl:23])[CH:17]=1. The yield is 0.560. (2) The reactants are COC1C=CC(C[N:8]2[CH2:13][C@H:12]([CH3:14])[C@H:11]3[O:15][C:16](=[O:18])[NH:17][C@@H:10]3[CH2:9]2)=CC=1. The catalyst is CO.[OH-].[OH-].[Pd+2]. The product is [CH3:14][C@H:12]1[CH2:13][NH:8][CH2:9][C@H:10]2[NH:17][C:16](=[O:18])[O:15][C@H:11]12. The yield is 0.990. (3) The reactants are [Br:1][C:2]1[C:7]2=[N:8][O:9][N:10]=[C:6]2[C:5]([N+:11]([O-])=O)=[CH:4][CH:3]=1. The catalyst is CC(O)=O. The product is [Br:1][C:2]1[C:7]2=[N:8][O:9][N:10]=[C:6]2[C:5]([NH2:11])=[CH:4][CH:3]=1. The yield is 0.950. (4) The reactants are Br[C:2]1[C:10]2[S:9][CH:8]=[N:7][C:6]=2[CH:5]=[C:4]([N+:11]([O-:13])=[O:12])[CH:3]=1.[CH2:14]([Sn](CC)(CC)CC)[CH3:15]. The yield is 0.750. The product is [CH2:14]([C:2]1[C:10]2[S:9][CH:8]=[N:7][C:6]=2[CH:5]=[C:4]([N+:11]([O-:13])=[O:12])[CH:3]=1)[CH3:15]. The catalyst is CCOC(C)=O. (5) The reactants are [Cl:1][C:2]1[CH:3]=[N:4][N:5]([CH3:28])[C:6]=1[C:7]1[CH:8]=[C:9]2[C:13](=[CH:14][CH:15]=1)[C:12](=[O:16])[N:11]([C@@H:17]([CH2:20][C:21]1[CH:26]=[CH:25][CH:24]=[C:23]([F:27])[CH:22]=1)[CH2:18][OH:19])[CH2:10]2.C(Cl)Cl.CC(OI1(OC(C)=O)(OC(C)=O)OC(=O)C2C=CC=CC1=2)=O. No catalyst specified. The product is [Cl:1][C:2]1[CH:3]=[N:4][N:5]([CH3:28])[C:6]=1[C:7]1[CH:8]=[C:9]2[C:13](=[CH:14][CH:15]=1)[C:12](=[O:16])[N:11]([C@@H:17]([CH2:20][C:21]1[CH:26]=[CH:25][CH:24]=[C:23]([F:27])[CH:22]=1)[CH:18]=[O:19])[CH2:10]2. The yield is 0.860. (6) The reactants are [CH:1]([NH:4][CH2:5][C:6]1[CH:15]=[CH:14][C:9]([C:10]([O:12][CH3:13])=[O:11])=[CH:8][CH:7]=1)([CH3:3])[CH3:2].C([O-])(O)=O.[Na+].[CH3:21][C:22]([O:25][C:26](O[C:26]([O:25][C:22]([CH3:24])([CH3:23])[CH3:21])=[O:27])=[O:27])([CH3:24])[CH3:23]. The catalyst is C1COCC1.CCOC(C)=O. The product is [C:22]([O:25][C:26]([N:4]([CH2:5][C:6]1[CH:7]=[CH:8][C:9]([C:10]([O:12][CH3:13])=[O:11])=[CH:14][CH:15]=1)[CH:1]([CH3:3])[CH3:2])=[O:27])([CH3:24])([CH3:23])[CH3:21]. The yield is 0.970.